This data is from Full USPTO retrosynthesis dataset with 1.9M reactions from patents (1976-2016). The task is: Predict the reactants needed to synthesize the given product. (1) Given the product [Br:1][C:2]1[C:3]([S:9][CH3:10])=[N:4][C:5]([NH:15][C:14]2[CH:16]=[CH:17][C:18]([F:19])=[C:12]([Cl:11])[CH:13]=2)=[N:6][CH:7]=1, predict the reactants needed to synthesize it. The reactants are: [Br:1][C:2]1[C:3]([S:9][CH3:10])=[N:4][C:5](Cl)=[N:6][CH:7]=1.[Cl:11][C:12]1[CH:13]=[C:14]([CH:16]=[CH:17][C:18]=1[F:19])[NH2:15].Cl. (2) Given the product [Br:1][C:2]1[C:10]2[C:9]([Cl:11])=[N:8][CH:7]=[N:6][C:5]=2[S:4][C:3]=1[C:17]#[C:16][CH2:15][O:14][CH3:13], predict the reactants needed to synthesize it. The reactants are: [Br:1][C:2]1[C:10]2[C:9]([Cl:11])=[N:8][CH:7]=[N:6][C:5]=2[S:4][C:3]=1I.[CH3:13][O:14][CH2:15][C:16]#[CH:17]. (3) Given the product [Cl:14][C:12]1[C:11]([C:15]([F:18])([F:17])[F:16])=[CH:10][C:9]2[NH:19][C:20](=[O:35])[CH2:21][C:22]([C:23]3[CH:28]=[CH:27][CH:26]=[C:25]([N:29]4[CH:33]=[N:32][CH:31]=[N:30]4)[CH:24]=3)=[N:7][C:8]=2[CH:13]=1, predict the reactants needed to synthesize it. The reactants are: C(OC(=O)[NH:7][C:8]1[CH:13]=[C:12]([Cl:14])[C:11]([C:15]([F:18])([F:17])[F:16])=[CH:10][C:9]=1[NH:19][C:20](=[O:35])[CH2:21][C:22](=O)[C:23]1[CH:28]=[CH:27][CH:26]=[C:25]([N:29]2[CH:33]=[N:32][CH:31]=[N:30]2)[CH:24]=1)(C)(C)C.C(O)(C(F)(F)F)=O.